Dataset: NCI-60 drug combinations with 297,098 pairs across 59 cell lines. Task: Regression. Given two drug SMILES strings and cell line genomic features, predict the synergy score measuring deviation from expected non-interaction effect. Drug 1: CN(C)C1=NC(=NC(=N1)N(C)C)N(C)C. Drug 2: CN1C(=O)N2C=NC(=C2N=N1)C(=O)N. Cell line: TK-10. Synergy scores: CSS=-8.69, Synergy_ZIP=4.24, Synergy_Bliss=2.80, Synergy_Loewe=-2.87, Synergy_HSA=-2.52.